The task is: Regression. Given two drug SMILES strings and cell line genomic features, predict the synergy score measuring deviation from expected non-interaction effect.. This data is from NCI-60 drug combinations with 297,098 pairs across 59 cell lines. Drug 1: CC1=C(C=C(C=C1)NC2=NC=CC(=N2)N(C)C3=CC4=NN(C(=C4C=C3)C)C)S(=O)(=O)N.Cl. Drug 2: CC12CCC3C(C1CCC2O)C(CC4=C3C=CC(=C4)O)CCCCCCCCCS(=O)CCCC(C(F)(F)F)(F)F. Cell line: 786-0. Synergy scores: CSS=6.38, Synergy_ZIP=1.17, Synergy_Bliss=7.12, Synergy_Loewe=5.34, Synergy_HSA=5.75.